Dataset: Retrosynthesis with 50K atom-mapped reactions and 10 reaction types from USPTO. Task: Predict the reactants needed to synthesize the given product. (1) Given the product COCCOCc1cccc(Nc2sc(-c3ccc(C(C)(C)O)cc3F)cc2C(N)=O)n1, predict the reactants needed to synthesize it. The reactants are: CC(C)(O)c1ccc(-c2cc(C(N)=O)c(Nc3cccc(CO)n3)s2)c(F)c1.COCCBr. (2) Given the product Cc1ccc(C(=O)NC2CC2)cc1-c1ccc2c(NC3CCCCC3)nncc2c1, predict the reactants needed to synthesize it. The reactants are: Brc1ccc2c(NC3CCCCC3)nncc2c1.Cc1ccc(C(=O)NC2CC2)cc1B1OC(C)(C)C(C)(C)O1. (3) Given the product Cc1ccc(F)cc1C1Nc2ccc(C(=O)O)cc2CC1(C)C, predict the reactants needed to synthesize it. The reactants are: CCOC(=O)c1ccc2c(c1)CC(C)(C)C(c1cc(F)ccc1C)N2. (4) Given the product CC(C)(C)OC(=O)N[C@H]1CNCC[C@H]1O, predict the reactants needed to synthesize it. The reactants are: CC(C)(C)OC(=O)N[C@H]1CN(C(=O)OCc2ccccc2)CC[C@H]1O. (5) Given the product CC(Oc1ccncn1)c1ccc(C(=O)O)cc1, predict the reactants needed to synthesize it. The reactants are: COC(=O)c1ccc(C(C)Oc2ccncn2)cc1. (6) Given the product Cc1ccc(S(=O)(=O)OCC2CN(Cc3ccccc3)CCO2)cc1, predict the reactants needed to synthesize it. The reactants are: Cc1ccc(S(=O)(=O)Cl)cc1.OCC1CN(Cc2ccccc2)CCO1. (7) Given the product CC1(C)CC(NC(=O)c2ccc(Oc3ccccc3)c(Cl)c2)CC(C)(C)N1, predict the reactants needed to synthesize it. The reactants are: CC1(C)CC(NC(=O)c2ccc(O)c(Cl)c2)CC(C)(C)N1.Ic1ccccc1. (8) Given the product COc1cccc(-c2ccc(C(CN3CCNCC3)C3(O)CCCCC3)cc2)c1, predict the reactants needed to synthesize it. The reactants are: COc1cccc(-c2ccc(C(CN3CCN(C(=O)OC(C)(C)C)CC3)C3(O)CCCCC3)cc2)c1. (9) Given the product CCN(CC)c1cc(N)c([N+](=O)[O-])cc1[N+](=O)[O-], predict the reactants needed to synthesize it. The reactants are: CCNCC.Nc1cc(F)c([N+](=O)[O-])cc1[N+](=O)[O-]. (10) Given the product CN(C)CC(=O)N(C)c1ccc(OCC(=O)N[C@@H](CC(N)=O)C(=O)N[C@@H](Cc2ccccc2)[C@H](O)C(=O)N2CCC[C@H]2C(=O)NC(C)(C)C)cc1, predict the reactants needed to synthesize it. The reactants are: CN(C(=O)CBr)c1ccc(OCC(=O)N[C@@H](CC(N)=O)C(=O)N[C@@H](Cc2ccccc2)[C@H](O)C(=O)N2CCC[C@H]2C(=O)NC(C)(C)C)cc1.CNC.